Task: Predict the reactants needed to synthesize the given product.. Dataset: Full USPTO retrosynthesis dataset with 1.9M reactions from patents (1976-2016) (1) Given the product [Cl:1][C:2]1[CH:3]=[C:4]2[C:8](=[C:9]([Cl:11])[CH:10]=1)[NH:7][C:6](=[O:12])[C:5]2([CH2:15][CH2:16][CH2:17][CH2:18][N:30]1[CH2:29][CH2:28][N:27]([C:23]2[CH:24]=[CH:25][CH:26]=[C:21]([Cl:20])[CH:22]=2)[CH2:32][CH2:31]1)[CH2:13][CH3:14], predict the reactants needed to synthesize it. The reactants are: [Cl:1][C:2]1[CH:3]=[C:4]2[C:8](=[C:9]([Cl:11])[CH:10]=1)[NH:7][C:6](=[O:12])[C:5]2([CH2:15][CH2:16][CH2:17][CH2:18]Cl)[CH2:13][CH3:14].[Cl:20][C:21]1[CH:22]=[C:23]([N:27]2[CH2:32][CH2:31][NH:30][CH2:29][CH2:28]2)[CH:24]=[CH:25][CH:26]=1. (2) Given the product [CH2:1]([O:3][C:4]1[CH:5]=[C:6]([C:10]2[C:19]3[C:14](=[CH:15][CH:16]=[C:17]([C:20]([OH:33])([C:21]4[CH:22]=[N:23][CH:24]=[CH:25][CH:26]=4)[C:27]4[CH:28]=[N:29][CH:30]=[CH:31][CH:32]=4)[CH:18]=3)[N:13]([CH3:36])[C:12](=[O:34])[CH:11]=2)[CH:7]=[CH:8][CH:9]=1)[CH3:2], predict the reactants needed to synthesize it. The reactants are: [CH2:1]([O:3][C:4]1[CH:5]=[C:6]([C:10]2[C:19]3[C:14](=[CH:15][CH:16]=[C:17]([C:20]([OH:33])([C:27]4[CH:28]=[N:29][CH:30]=[CH:31][CH:32]=4)[C:21]4[CH:22]=[N:23][CH:24]=[CH:25][CH:26]=4)[CH:18]=3)[NH:13][C:12](=[O:34])[CH:11]=2)[CH:7]=[CH:8][CH:9]=1)[CH3:2].Cl[C:36]1C=C(C2C3C(=CC=C(C(C4C=NC(Cl)=CC=4)(O)C4N(C)C=NC=4)C=3)NC(=O)C=2)C=CC=1. (3) Given the product [NH:8]1[C:16]2[C:11](=[CH:12][C:13]([CH2:17][NH:18][C:19]([CH:21]3[CH2:26][CH2:25][NH:24][CH2:23][CH2:22]3)=[O:20])=[CH:14][CH:15]=2)[CH:10]=[N:9]1, predict the reactants needed to synthesize it. The reactants are: Cl.O1CCOCC1.[NH:8]1[C:16]2[C:11](=[CH:12][C:13]([CH2:17][NH:18][C:19]([CH:21]3[CH2:26][CH2:25][N:24](C(OC(C)(C)C)=O)[CH2:23][CH2:22]3)=[O:20])=[CH:14][CH:15]=2)[CH:10]=[N:9]1.C(=O)([O-])O.[Na+]. (4) Given the product [C:1]([NH:3][C:4]([NH:40][C@H:37]1[CH2:36][C@H:35]2[C@:31]([C:25]3[CH:26]=[CH:27][C:28]([O:29][CH3:30])=[C:23]([O:22][CH3:21])[CH:24]=3)([CH2:32][CH2:33][N:34]2[CH3:41])[CH2:39][CH2:38]1)=[N:12][C:13]1[C:14]([O:19][CH3:20])=[N:15][CH:16]=[CH:17][CH:18]=1)#[N:2], predict the reactants needed to synthesize it. The reactants are: [C:1]([NH:3][C:4](=[N:12][C:13]1[C:14]([O:19][CH3:20])=[N:15][CH:16]=[CH:17][CH:18]=1)OC1C=CC=CC=1)#[N:2].[CH3:21][O:22][C:23]1[CH:24]=[C:25]([C@@:31]23[CH2:39][CH2:38][C@@H:37]([NH2:40])[CH2:36][C@@H:35]2[N:34]([CH3:41])[CH2:33][CH2:32]3)[CH:26]=[CH:27][C:28]=1[O:29][CH3:30]. (5) Given the product [N:18]12[CH2:23][CH2:22][CH:21]([CH2:20][CH2:19]1)[N:15]([C:12]1[CH:11]=[C:3]3[C:2](=[CH:14][CH:13]=1)[N:1]=[C:28]([C:27]1[CH:30]=[CH:31][CH:32]=[C:25]([Cl:24])[CH:26]=1)[N:6]([CH2:7][C:8]([OH:10])=[O:9])[C:4]3=[O:5])[CH2:16][CH2:17]2, predict the reactants needed to synthesize it. The reactants are: [NH2:1][C:2]1[CH:14]=[CH:13][C:12]([N:15]2[CH:21]3[CH2:22][CH2:23][N:18]([CH2:19][CH2:20]3)[CH2:17][CH2:16]2)=[CH:11][C:3]=1[C:4]([NH:6][CH2:7][C:8]([OH:10])=[O:9])=[O:5].[Cl:24][C:25]1[CH:26]=[C:27]([CH:30]=[CH:31][CH:32]=1)[CH:28]=O. (6) The reactants are: [N:1]1[CH:6]=[CH:5][CH:4]=[CH:3][C:2]=1[C:7]1[CH:8]=[C:9]([C:13]2[O:14][C:15]3[C:21]([C:22]([O:24]C)=O)=[CH:20][CH:19]=[CH:18][C:16]=3[N:17]=2)[CH:10]=[CH:11][CH:12]=1.[NH3:26]. Given the product [N:1]1[CH:6]=[CH:5][CH:4]=[CH:3][C:2]=1[C:7]1[CH:8]=[C:9]([C:13]2[O:14][C:15]3[C:21]([C:22]([NH2:26])=[O:24])=[CH:20][CH:19]=[CH:18][C:16]=3[N:17]=2)[CH:10]=[CH:11][CH:12]=1, predict the reactants needed to synthesize it. (7) Given the product [Cl:1][C:2]1[CH:3]=[C:4]([C:9]([N:11]2[CH2:16][CH2:15][CH2:14][CH:13]([CH2:17][CH3:18])[CH2:12]2)=[O:10])[CH:5]=[N:6][C:7]=1[NH:19][C:20]1[CH:21]=[N:22][C:23]([CH3:26])=[CH:24][CH:25]=1, predict the reactants needed to synthesize it. The reactants are: [Cl:1][C:2]1[CH:3]=[C:4]([C:9]([N:11]2[CH2:16][CH2:15][CH2:14][CH:13]([CH2:17][CH3:18])[CH2:12]2)=[O:10])[CH:5]=[N:6][C:7]=1Cl.[NH2:19][C:20]1[CH:21]=[N:22][C:23]([CH3:26])=[CH:24][CH:25]=1.C1C=CC(P(C2C(C3C(P(C4C=CC=CC=4)C4C=CC=CC=4)=CC=C4C=3C=CC=C4)=C3C(C=CC=C3)=CC=2)C2C=CC=CC=2)=CC=1.C(=O)([O-])[O-].[K+].[K+]. (8) Given the product [CH3:1][N:2]1[C:6]([CH2:7][NH:8][S:25]([C:22]2[CH:23]=[CH:24][C:19]([O:18][C:15]3[CH:14]=[CH:13][C:12]([C:11]([F:30])([F:10])[F:29])=[CH:17][N:16]=3)=[CH:20][CH:21]=2)(=[O:27])=[O:26])=[CH:5][C:4]([CH3:9])=[N:3]1, predict the reactants needed to synthesize it. The reactants are: [CH3:1][N:2]1[C:6]([CH2:7][NH2:8])=[CH:5][C:4]([CH3:9])=[N:3]1.[F:10][C:11]([F:30])([F:29])[C:12]1[CH:13]=[CH:14][C:15]([O:18][C:19]2[CH:24]=[CH:23][C:22]([S:25](Cl)(=[O:27])=[O:26])=[CH:21][CH:20]=2)=[N:16][CH:17]=1.C(N(CC)CC)C. (9) Given the product [F:24][CH:2]([F:1])[C:3]1[CH:4]=[C:5]([CH:13]=[CH:14][C:15]=1[CH2:16][N:17]1[CH2:18][CH2:19][N:20]([CH3:23])[CH2:21][CH2:22]1)[C:6]([OH:8])=[O:7], predict the reactants needed to synthesize it. The reactants are: [F:1][CH:2]([F:24])[C:3]1[CH:4]=[C:5]([CH:13]=[CH:14][C:15]=1[CH2:16][N:17]1[CH2:22][CH2:21][N:20]([CH3:23])[CH2:19][CH2:18]1)[C:6]([O:8]C(C)(C)C)=[O:7].